This data is from Forward reaction prediction with 1.9M reactions from USPTO patents (1976-2016). The task is: Predict the product of the given reaction. (1) Given the reactants [Cl:1][C:2]1[CH:23]=[C:22]([C:24]([F:27])([F:26])[F:25])[CH:21]=[CH:20][C:3]=1[CH2:4][N:5]1[C:9]([C:10](N(OC)C)=[O:11])=[CH:8][C:7]([O:16][CH2:17][O:18][CH3:19])=[N:6]1.[H-].C([Al+]CC(C)C)C(C)C.CO.[C@H](O)(C([O-])=O)[C@@H](O)C([O-])=O.[Na+].[K+], predict the reaction product. The product is: [Cl:1][C:2]1[CH:23]=[C:22]([C:24]([F:27])([F:25])[F:26])[CH:21]=[CH:20][C:3]=1[CH2:4][N:5]1[C:9]([CH:10]=[O:11])=[CH:8][C:7]([O:16][CH2:17][O:18][CH3:19])=[N:6]1. (2) Given the reactants [C:1]([C:5]1[CH:10]=[CH:9][CH:8]=[C:7]([C:11]([CH3:14])([CH3:13])[CH3:12])[C:6]=1[OH:15])([CH3:4])([CH3:3])[CH3:2].C(=O)([O-])[O-].[Cs+].[Cs+].Cl[C:23]1[CH:28]=[CH:27][C:26]([N+:29]([O-:31])=[O:30])=[CH:25][CH:24]=1, predict the reaction product. The product is: [C:11]([C:7]1[CH:8]=[C:9]([C:23]2[CH:28]=[CH:27][C:26]([N+:29]([O-:31])=[O:30])=[CH:25][CH:24]=2)[CH:10]=[C:5]([C:1]([CH3:4])([CH3:3])[CH3:2])[C:6]=1[OH:15])([CH3:14])([CH3:13])[CH3:12]. (3) Given the reactants [NH2:1][C:2]1[NH:6][N:5]=[C:4]([CH3:7])[C:3]=1[C:8]#[N:9].CN(C)[CH:12]=[CH:13][C:14]([C:16]1[CH:17]=[CH:18][C:19]([Cl:28])=[C:20]([N:22]([CH3:27])[S:23]([CH3:26])(=[O:25])=[O:24])[CH:21]=1)=O.C(OCC)(=O)C, predict the reaction product. The product is: [Cl:28][C:19]1[CH:18]=[CH:17][C:16]([C:14]2[N:6]3[N:5]=[C:4]([CH3:7])[C:3]([C:8]#[N:9])=[C:2]3[N:1]=[CH:12][CH:13]=2)=[CH:21][C:20]=1[N:22]([CH3:27])[S:23]([CH3:26])(=[O:25])=[O:24]. (4) Given the reactants [CH2:1]([N:8]1[C:13](=O)[CH2:12][O:11][CH2:10][C:9]1([CH3:19])[C:15]([O:17][CH3:18])=[O:16])[C:2]1[CH:7]=[CH:6][CH:5]=[CH:4][CH:3]=1.O.CCOC(C)=O, predict the reaction product. The product is: [CH2:1]([N:8]1[CH2:13][CH2:12][O:11][CH2:10][C:9]1([CH3:19])[C:15]([O:17][CH3:18])=[O:16])[C:2]1[CH:3]=[CH:4][CH:5]=[CH:6][CH:7]=1.